Dataset: Forward reaction prediction with 1.9M reactions from USPTO patents (1976-2016). Task: Predict the product of the given reaction. (1) The product is: [CH3:3][N:4]1[CH2:17][CH2:16][C:7]2[N:8]([CH2:23][C:21]([C:24]3[CH:29]=[CH:28][N:27]=[CH:26][CH:25]=3)([OH:22])[CH:18]([CH3:20])[CH3:19])[C:9]3[CH:10]=[CH:11][C:12]([CH3:15])=[CH:13][C:14]=3[C:6]=2[CH2:5]1. Given the reactants [H-].[Na+].[CH3:3][N:4]1[CH2:17][CH2:16][C:7]2[NH:8][C:9]3[CH:10]=[CH:11][C:12]([CH3:15])=[CH:13][C:14]=3[C:6]=2[CH2:5]1.[CH:18]([C:21]1([C:24]2[CH:29]=[CH:28][N:27]=[CH:26][CH:25]=2)[CH2:23][O:22]1)([CH3:20])[CH3:19], predict the reaction product. (2) The product is: [CH:1]1([N:4]([CH:19]2[CH2:24][CH2:23][N:22]([C:26]3[CH:31]=[N:30][C:29]([CH3:32])=[CH:28][N:27]=3)[CH2:21][CH2:20]2)[C:5]([C:7]2[CH:12]=[N:11][C:10]([N:13]3[CH:17]=[CH:16][N:15]=[C:14]3[CH3:18])=[N:9][CH:8]=2)=[O:6])[CH2:3][CH2:2]1. Given the reactants [CH:1]1([N:4]([CH:19]2[CH2:24][CH2:23][NH:22][CH2:21][CH2:20]2)[C:5]([C:7]2[CH:8]=[N:9][C:10]([N:13]3[CH:17]=[CH:16][N:15]=[C:14]3[CH3:18])=[N:11][CH:12]=2)=[O:6])[CH2:3][CH2:2]1.Cl[C:26]1[CH:31]=[N:30][C:29]([CH3:32])=[CH:28][N:27]=1.C(N(C(C)C)C(C)C)C, predict the reaction product. (3) Given the reactants [Cl:1][C:2]1[C:10]2[CH:9]=[CH:8][N:7]([CH:11]3[CH2:16][CH2:15][NH:14][CH2:13][CH2:12]3)[C:6](=[O:17])[C:5]=2[NH:4][C:3]=1[CH3:18].[CH2:19]([O:21][C:22](=[O:30])[C:23]1[CH:28]=[CH:27][N:26]=[C:25](F)[CH:24]=1)[CH3:20].C(N(C(C)C)CC)(C)C, predict the reaction product. The product is: [Cl:1][C:2]1[C:10]2[CH:9]=[CH:8][N:7]([CH:11]3[CH2:12][CH2:13][N:14]([C:25]4[CH:24]=[C:23]([CH:28]=[CH:27][N:26]=4)[C:22]([O:21][CH2:19][CH3:20])=[O:30])[CH2:15][CH2:16]3)[C:6](=[O:17])[C:5]=2[NH:4][C:3]=1[CH3:18].